From a dataset of Full USPTO retrosynthesis dataset with 1.9M reactions from patents (1976-2016). Predict the reactants needed to synthesize the given product. (1) The reactants are: Br[C:2]1[CH:3]=[C:4]([N:8]2[C:16]3[C:11](=[N:12][CH:13]=[CH:14][CH:15]=3)[C:10]([C:17]([NH2:19])=[O:18])=[N:9]2)[CH:5]=[CH:6][CH:7]=1.[C:20]([C@:22]1([OH:29])[CH2:26][CH2:25][N:24]([CH3:27])[C:23]1=[O:28])#[CH:21]. Given the product [OH:29][C@@:22]1([C:20]#[C:21][C:2]2[CH:3]=[C:4]([N:8]3[C:16]4[C:11](=[N:12][CH:13]=[CH:14][CH:15]=4)[C:10]([C:17]([NH2:19])=[O:18])=[N:9]3)[CH:5]=[CH:6][CH:7]=2)[CH2:26][CH2:25][N:24]([CH3:27])[C:23]1=[O:28], predict the reactants needed to synthesize it. (2) Given the product [CH2:27]([O:26][C:17]1[N:16]=[C:15]2[C:20]([N:21]=[C:22]([O:23][CH3:24])[N:14]2[CH2:13][C:12]2[CH:31]=[CH:32][C:9]([OH:8])=[CH:10][CH:11]=2)=[C:19]([NH2:25])[N:18]=1)[CH2:28][CH2:29][CH3:30], predict the reactants needed to synthesize it. The reactants are: C([O:8][C:9]1[CH:32]=[CH:31][C:12]([CH2:13][N:14]2[C:22]([O:23][CH3:24])=[N:21][C:20]3[C:15]2=[N:16][C:17]([O:26][CH2:27][CH2:28][CH2:29][CH3:30])=[N:18][C:19]=3[NH2:25])=[CH:11][CH:10]=1)C1C=CC=CC=1. (3) Given the product [F:1][C:2]1[CH:7]=[CH:6][C:5]([C:8](=[C:20]2[CH2:21][C:22]([CH3:29])([CH3:28])[CH2:23][C:24]([CH3:27])([CH3:26])[CH2:25]2)[C:9]2[CH:14]=[CH:13][C:12]([O:15][CH2:16][C:17]([OH:19])=[O:18])=[CH:11][CH:10]=2)=[CH:4][CH:3]=1, predict the reactants needed to synthesize it. The reactants are: [F:1][C:2]1[CH:7]=[CH:6][C:5]([C:8](=[C:20]2[CH2:25][C:24]([CH3:27])([CH3:26])[CH2:23][C:22]([CH3:29])([CH3:28])[CH2:21]2)[C:9]2[CH:14]=[CH:13][C:12]([O:15][CH2:16][C:17]([O-:19])=[O:18])=[CH:11][CH:10]=2)=[CH:4][CH:3]=1.[OH-].[Na+].Cl. (4) Given the product [CH3:37][Si:36]([CH3:39])([CH3:38])[O:35][C:33]1[CH:32]=[CH:31][C:30]2[O:26][CH:27]3[CH:42]([C:43]([O:45][CH2:46][CH3:47])=[O:44])[CH:28]3[C:29]=2[CH:34]=1, predict the reactants needed to synthesize it. The reactants are: C(C1OC[C@H](C2C=CC=CC=2)N=1)(C1OC[C@H](C2C=CC=CC=2)N=1)(C)C.[O:26]1[C:30]2[CH:31]=[CH:32][C:33]([O:35][Si:36]([CH3:39])([CH3:38])[CH3:37])=[CH:34][C:29]=2[CH:28]=[CH:27]1.[N+](=[CH:42][C:43]([O:45][CH2:46][CH3:47])=[O:44])=[N-].C(N(CC([O-])=O)CC(O)=O)CN(CC([O-])=O)CC(O)=O.[Na+].[Na+]. (5) Given the product [F:19][C:20]1[CH:25]=[CH:24][C:23]([C:2]2[CH:3]=[C:4]([C:15]([O:17][CH3:18])=[O:16])[C:5]3[C:6]([CH3:14])=[CH:7][N:8]([CH:11]([CH3:13])[CH3:12])[C:9]=3[CH:10]=2)=[CH:22][C:21]=1[CH:29]=[O:30], predict the reactants needed to synthesize it. The reactants are: Br[C:2]1[CH:3]=[C:4]([C:15]([O:17][CH3:18])=[O:16])[C:5]2[C:6]([CH3:14])=[CH:7][N:8]([CH:11]([CH3:13])[CH3:12])[C:9]=2[CH:10]=1.[F:19][C:20]1[CH:25]=[CH:24][C:23](B(O)O)=[CH:22][C:21]=1[CH:29]=[O:30].P([O-])([O-])([O-])=O.[K+].[K+].[K+].O1CCOCC1. (6) The reactants are: Cl[C:2]1[CH:7]=[C:6]([N+:8]([O-:10])=[O:9])[C:5]([CH3:11])=[CH:4][N+:3]=1[O-:12].[CH3:13][O:14][C:15]1[CH:20]=[C:19]([O:21][CH3:22])[CH:18]=[CH:17][C:16]=1[CH2:23][NH2:24].CCN(C(C)C)C(C)C. Given the product [CH3:13][O:14][C:15]1[CH:20]=[C:19]([O:21][CH3:22])[CH:18]=[CH:17][C:16]=1[CH2:23][NH:24][C:2]1[N+:3]([O-:12])=[CH:4][C:5]([CH3:11])=[C:6]([N+:8]([O-:10])=[O:9])[CH:7]=1, predict the reactants needed to synthesize it. (7) Given the product [F:54][C:55]([F:68])([F:69])[C:56]1[CH:57]=[C:58]([NH:66][NH:67][C:11](=[O:13])[CH:10]([C:4]2[CH:5]=[CH:6][CH:7]=[C:8]([F:9])[C:3]=2[F:2])[N:14]2[CH2:19][CH2:18][N:17]([CH3:20])[CH2:16][CH2:15]2)[CH:59]=[C:60]([C:62]([F:65])([F:63])[F:64])[CH:61]=1, predict the reactants needed to synthesize it. The reactants are: Cl.[F:2][C:3]1[C:8]([F:9])=[CH:7][CH:6]=[CH:5][C:4]=1[CH:10]([N:14]1[CH2:19][CH2:18][N:17]([CH3:20])[CH2:16][CH2:15]1)[C:11]([OH:13])=O.C1CN([P+](ON2N=NC3C=CC=CC2=3)(N2CCCC2)N2CCCC2)CC1.F[P-](F)(F)(F)(F)F.[F:54][C:55]([F:69])([F:68])[C:56]1[CH:57]=[C:58]([NH:66][NH2:67])[CH:59]=[C:60]([C:62]([F:65])([F:64])[F:63])[CH:61]=1.CCN(C(C)C)C(C)C. (8) Given the product [C:1]([C:3]1[N:8]=[CH:7][C:6]([N:9]2[C:16](=[O:17])[C:12]3([CH2:13][CH2:14][CH2:15]3)[N:11]([C:18]3[CH:26]=[CH:25][C:21]([C:22]([NH:41][CH2:40][CH2:39][CH2:38][N:33]4[CH2:37][CH2:36][CH2:35][CH2:34]4)=[O:23])=[C:20]([F:27])[CH:19]=3)[C:10]2=[S:28])=[CH:5][C:4]=1[C:29]([F:32])([F:31])[F:30])#[N:2], predict the reactants needed to synthesize it. The reactants are: [C:1]([C:3]1[N:8]=[CH:7][C:6]([N:9]2[C:16](=[O:17])[C:12]3([CH2:15][CH2:14][CH2:13]3)[N:11]([C:18]3[CH:26]=[CH:25][C:21]([C:22](O)=[O:23])=[C:20]([F:27])[CH:19]=3)[C:10]2=[S:28])=[CH:5][C:4]=1[C:29]([F:32])([F:31])[F:30])#[N:2].[N:33]1([CH2:38][CH2:39][CH2:40][NH2:41])[CH2:37][CH2:36][CH2:35][CH2:34]1.CN(C(ON1N=NC2C=CC=NC1=2)=[N+](C)C)C.F[P-](F)(F)(F)(F)F.CCN(C(C)C)C(C)C. (9) Given the product [CH2:16]([C:18]1[C:19]([C:26]2[CH:34]=[C:33]3[C:29]([C:30]([C:35]4[NH:36][C:37]5[CH2:42][CH2:41][N:40]([CH2:11][C:2]6[CH:3]=[CH:4][C:5]7[C:10](=[N:9][CH:8]=[CH:7][CH:6]=7)[N:1]=6)[CH2:39][C:38]=5[N:43]=4)=[N:31][NH:32]3)=[CH:28][CH:27]=2)=[CH:20][C:21]([F:25])=[C:22]([OH:24])[CH:23]=1)[CH3:17], predict the reactants needed to synthesize it. The reactants are: [N:1]1[C:10]2[C:5](=[CH:6][CH:7]=[CH:8][N:9]=2)[CH:4]=[CH:3][C:2]=1[CH:11]=O.Br.Br.Br.[CH2:16]([C:18]1[C:19]([C:26]2[CH:34]=[C:33]3[C:29]([C:30]([C:35]4[NH:36][C:37]5[CH2:42][CH2:41][NH:40][CH2:39][C:38]=5[N:43]=4)=[N:31][NH:32]3)=[CH:28][CH:27]=2)=[CH:20][C:21]([F:25])=[C:22]([OH:24])[CH:23]=1)[CH3:17]. (10) Given the product [Cl:15][C:13]1[CH:12]=[CH:11][C:9]2[O:10][C:3]3[C:2]([N:20]4[CH2:21][C@H:16]5[CH2:22][C@@H:19]4[CH2:18][N:17]5[C:23]([O:25][C:26]([CH3:29])([CH3:28])[CH3:27])=[O:24])=[N:7][CH:6]=[N:5][C:4]=3[C:8]=2[CH:14]=1, predict the reactants needed to synthesize it. The reactants are: Cl[C:2]1[C:3]2[O:10][C:9]3[CH:11]=[CH:12][C:13]([Cl:15])=[CH:14][C:8]=3[C:4]=2[N:5]=[CH:6][N:7]=1.[C@@H:16]12[CH2:22][C@@H:19]([NH:20][CH2:21]1)[CH2:18][N:17]2[C:23]([O:25][C:26]([CH3:29])([CH3:28])[CH3:27])=[O:24].